This data is from Peptide-MHC class II binding affinity with 134,281 pairs from IEDB. The task is: Regression. Given a peptide amino acid sequence and an MHC pseudo amino acid sequence, predict their binding affinity value. This is MHC class II binding data. (1) The peptide sequence is INVGFKAAVAAAASV. The MHC is DRB1_0405 with pseudo-sequence DRB1_0405. The binding affinity (normalized) is 0.349. (2) The peptide sequence is TRSVETDKGPLDKEA. The MHC is HLA-DQA10501-DQB10402 with pseudo-sequence HLA-DQA10501-DQB10402. The binding affinity (normalized) is 0. (3) The peptide sequence is LTFLAVGGVLLFLSV. The MHC is DRB1_1501 with pseudo-sequence DRB1_1501. The binding affinity (normalized) is 0.483. (4) The peptide sequence is SRSFLKHSLLRTQRL. The MHC is DRB1_0401 with pseudo-sequence DRB1_0401. The binding affinity (normalized) is 0.522. (5) The peptide sequence is SQDLELSWNLWGLQAY. The MHC is DRB1_0401 with pseudo-sequence DRB1_0401. The binding affinity (normalized) is 0.188. (6) The peptide sequence is YRQIRSGERFLKIWS. The MHC is HLA-DQA10401-DQB10402 with pseudo-sequence HLA-DQA10401-DQB10402. The binding affinity (normalized) is 0.258. (7) The peptide sequence is CFKYLLIQGHYDQKL. The MHC is DRB1_0301 with pseudo-sequence DRB1_0301. The binding affinity (normalized) is 0.207. (8) The peptide sequence is EIPSFRWTQSLRRGL. The MHC is DRB1_1501 with pseudo-sequence DRB1_1501. The binding affinity (normalized) is 0.349.